From a dataset of Forward reaction prediction with 1.9M reactions from USPTO patents (1976-2016). Predict the product of the given reaction. Given the reactants C[O:2][C:3](=O)[CH2:4][C:5]1[CH:10]=[CH:9][CH:8]=[C:7]([CH2:11][NH:12][CH2:13][C:14]2[CH:19]=[CH:18][CH:17]=[CH:16][C:15]=2[OH:20])[CH:6]=1.[BH4-].[Li+], predict the reaction product. The product is: [OH:2][CH2:3][CH2:4][C:5]1[CH:6]=[C:7]([CH:8]=[CH:9][CH:10]=1)[CH2:11][NH:12][CH2:13][C:14]1[CH:19]=[CH:18][CH:17]=[CH:16][C:15]=1[OH:20].